This data is from Retrosynthesis with 50K atom-mapped reactions and 10 reaction types from USPTO. The task is: Predict the reactants needed to synthesize the given product. (1) The reactants are: Cc1ccc(S(=O)(=O)O)cc1.NCCNc1nc(Cl)nc2c1ncn2C1CCCC1. Given the product Cc1ccc(S(=O)(=O)NCCNc2nc(Cl)nc3c2ncn3C2CCCC2)cc1, predict the reactants needed to synthesize it. (2) Given the product OCc1cnc(Cl)cc1Cl, predict the reactants needed to synthesize it. The reactants are: COC(=O)c1cnc(Cl)cc1Cl.